The task is: Predict the product of the given reaction.. This data is from Forward reaction prediction with 1.9M reactions from USPTO patents (1976-2016). (1) Given the reactants F[C:2]1[CH:7]=[CH:6][C:5]([F:8])=[CH:4][C:3]=1[N+:9]([O-:11])=[O:10].[CH2:12]([N:14]1[C:18](=[O:19])[CH:17]=[C:16]([C:20]2[CH:21]=[C:22]([CH:25]=[CH:26][CH:27]=2)[C:23]#[N:24])[NH:15]1)[CH3:13].C(=O)([O-])[O-].[K+].[K+], predict the reaction product. The product is: [CH2:12]([N:14]1[C:18]([O:19][C:2]2[CH:7]=[CH:6][C:5]([F:8])=[CH:4][C:3]=2[N+:9]([O-:11])=[O:10])=[CH:17][C:16]([C:20]2[CH:21]=[C:22]([CH:25]=[CH:26][CH:27]=2)[C:23]#[N:24])=[N:15]1)[CH3:13]. (2) Given the reactants C(OC([N:8]1[CH2:15][CH:14]2[O:16][CH:10]([CH2:11][N:12]([CH2:17][CH2:18][N:19]([CH2:23][CH2:24][O:25][C:26]3[CH:31]=[CH:30][C:29]([C:32]#[N:33])=[CH:28][CH:27]=3)[C:20]([NH2:22])=[O:21])[CH2:13]2)[CH2:9]1)=O)(C)(C)C.Cl, predict the reaction product. The product is: [C:32]([C:29]1[CH:28]=[CH:27][C:26]([O:25][CH2:24][CH2:23][N:19]([CH2:18][CH2:17][N:12]2[CH2:11][CH:10]3[O:16][CH:14]([CH2:15][NH:8][CH2:9]3)[CH2:13]2)[C:20]([NH2:22])=[O:21])=[CH:31][CH:30]=1)#[N:33]. (3) Given the reactants [C:1]([O:5][C:6](=[O:39])[NH:7][CH2:8][C:9]1[CH:38]=[CH:37][C:12]2[N:13]([CH2:32][CH2:33][CH2:34][CH2:35]O)[C:14]([CH2:16][N:17]3[C:26]4[C:21](=[CH:22][CH:23]=[CH:24][CH:25]=4)[C:20](=[O:27])[N:19]([CH:28]4[CH2:30][CH2:29]4)[C:18]3=[O:31])=[N:15][C:11]=2[CH:10]=1)([CH3:4])([CH3:3])[CH3:2].CCN(S(F)(F)[F:46])CC, predict the reaction product. The product is: [C:1]([O:5][C:6](=[O:39])[NH:7][CH2:8][C:9]1[CH:38]=[CH:37][C:12]2[N:13]([CH2:32][CH2:33][CH2:34][CH2:35][F:46])[C:14]([CH2:16][N:17]3[C:26]4[C:21](=[CH:22][CH:23]=[CH:24][CH:25]=4)[C:20](=[O:27])[N:19]([CH:28]4[CH2:30][CH2:29]4)[C:18]3=[O:31])=[N:15][C:11]=2[CH:10]=1)([CH3:4])([CH3:3])[CH3:2]. (4) Given the reactants [F:1][C@H:2]1[CH2:7][CH2:6][N:5]([C:8]2[CH:13]=[CH:12][N:11]=[CH:10][C:9]=2[N+:14]([O-])=O)[CH2:4][C@@H:3]1[NH:17][C:18](=[O:24])[O:19][C:20]([CH3:23])([CH3:22])[CH3:21].CC(O)=O, predict the reaction product. The product is: [NH2:14][C:9]1[CH:10]=[N:11][CH:12]=[CH:13][C:8]=1[N:5]1[CH2:6][CH2:7][C@H:2]([F:1])[C@@H:3]([NH:17][C:18](=[O:24])[O:19][C:20]([CH3:22])([CH3:21])[CH3:23])[CH2:4]1. (5) Given the reactants [NH2:1][C:2]1[C:21]([N+:22]([O-])=O)=[CH:20][CH:19]=[CH:18][C:3]=1[O:4][CH:5]1[CH2:10][CH2:9][N:8]([C:11]([O:13][C:14]([CH3:17])([CH3:16])[CH3:15])=[O:12])[CH2:7][CH2:6]1.C(OCC)(=O)C.[H][H].[ClH:33], predict the reaction product. The product is: [ClH:33].[ClH:33].[NH2:1][C:2]1[C:21]([NH2:22])=[CH:20][CH:19]=[CH:18][C:3]=1[O:4][CH:5]1[CH2:10][CH2:9][N:8]([C:11]([O:13][C:14]([CH3:17])([CH3:16])[CH3:15])=[O:12])[CH2:7][CH2:6]1.